This data is from Forward reaction prediction with 1.9M reactions from USPTO patents (1976-2016). The task is: Predict the product of the given reaction. The product is: [Br:1][C:2]1[N:3]([CH:21]([CH3:23])[CH3:22])[C:4]([CH:12]([C:14]2[CH:19]=[CH:18][C:17]([Cl:20])=[CH:16][CH:15]=2)[NH:35][C:31]2[CH:32]=[C:33]([CH3:34])[C:28]3[N:29]([C:25]([CH3:24])=[N:26][N:27]=3)[CH:30]=2)=[C:5]([C:7]([O:9][CH2:10][CH3:11])=[O:8])[N:6]=1. Given the reactants [Br:1][C:2]1[N:3]([CH:21]([CH3:23])[CH3:22])[C:4]([CH:12]([C:14]2[CH:19]=[CH:18][C:17]([Cl:20])=[CH:16][CH:15]=2)O)=[C:5]([C:7]([O:9][CH2:10][CH3:11])=[O:8])[N:6]=1.[CH3:24][C:25]1[N:29]2[CH:30]=[C:31]([NH2:35])[CH:32]=[C:33]([CH3:34])[C:28]2=[N:27][N:26]=1, predict the reaction product.